Dataset: Peptide-MHC class II binding affinity with 134,281 pairs from IEDB. Task: Regression. Given a peptide amino acid sequence and an MHC pseudo amino acid sequence, predict their binding affinity value. This is MHC class II binding data. (1) The peptide sequence is AFILDGDNLFPKN. The MHC is HLA-DQA10501-DQB10201 with pseudo-sequence HLA-DQA10501-DQB10201. The binding affinity (normalized) is 0.597. (2) The peptide sequence is PNITATYGDKWLDAK. The MHC is DRB1_0101 with pseudo-sequence DRB1_0101. The binding affinity (normalized) is 0.267. (3) The peptide sequence is MNIKLQMPLYVAGYK. The MHC is HLA-DPA10201-DPB11401 with pseudo-sequence HLA-DPA10201-DPB11401. The binding affinity (normalized) is 0.324. (4) The peptide sequence is SGLFQFFVFLALAGR. The MHC is DRB1_0301 with pseudo-sequence DRB1_0301. The binding affinity (normalized) is 0. (5) The peptide sequence is AWMSAAAAQAEQAAT. The MHC is DRB1_0701 with pseudo-sequence DRB1_0701. The binding affinity (normalized) is 0.476.